Dataset: Reaction yield outcomes from USPTO patents with 853,638 reactions. Task: Predict the reaction yield, written as a fraction of the theoretical maximum amount of product (1.0 means a 100% yield; for example, 0.34 means a 34% yield). (1) The reactants are C[O:2][C:3]1[CH:21]=[CH:20][C:6]([O:7][C:8]2[CH:13]=[CH:12][C:11]([C:14]3[CH:19]=[CH:18][CH:17]=[CH:16][CH:15]=3)=[CH:10][CH:9]=2)=[CH:5][CH:4]=1.O. The catalyst is ClCCl. The product is [C:11]1([C:14]2[CH:19]=[CH:18][CH:17]=[CH:16][CH:15]=2)[CH:12]=[CH:13][C:8]([O:7][C:6]2[CH:20]=[CH:21][C:3]([OH:2])=[CH:4][CH:5]=2)=[CH:9][CH:10]=1. The yield is 0.120. (2) The reactants are [NH:1]1[CH:5]=[CH:4][N:3]=[CH:2]1.[Li][CH2:7][CH2:8][CH2:9]C.CN([CH:14]=[O:15])C. The catalyst is C1COCC1. The product is [CH:8]([N:1]1[CH:5]=[CH:4][N:3]=[C:2]1[CH:14]=[O:15])([CH3:9])[CH3:7]. The yield is 0.650. (3) The reactants are [OH:1][CH2:2][C@H:3]1[NH:7][C:6](=[O:8])[CH2:5][CH2:4]1.[C:9]([Si:13](Cl)([C:20]1[CH:25]=[CH:24][CH:23]=[CH:22][CH:21]=1)[C:14]1[CH:19]=[CH:18][CH:17]=[CH:16][CH:15]=1)([CH3:12])([CH3:11])[CH3:10].CCN(CC)CC.N1CCCC1=O. The catalyst is C(Cl)Cl.CN(C1C=CN=CC=1)C. The product is [Si:13]([O:1][CH2:2][C@H:3]1[NH:7][C:6](=[O:8])[CH2:5][CH2:4]1)([C:9]([CH3:12])([CH3:11])[CH3:10])([C:20]1[CH:21]=[CH:22][CH:23]=[CH:24][CH:25]=1)[C:14]1[CH:19]=[CH:18][CH:17]=[CH:16][CH:15]=1. The yield is 0.740.